This data is from Peptide-MHC class II binding affinity with 134,281 pairs from IEDB. The task is: Regression. Given a peptide amino acid sequence and an MHC pseudo amino acid sequence, predict their binding affinity value. This is MHC class II binding data. The peptide sequence is MASSSSVLLVVALFA. The MHC is DRB5_0101 with pseudo-sequence DRB5_0101. The binding affinity (normalized) is 0.